From a dataset of NCI-60 drug combinations with 297,098 pairs across 59 cell lines. Regression. Given two drug SMILES strings and cell line genomic features, predict the synergy score measuring deviation from expected non-interaction effect. (1) Drug 1: C1=CC(=CC=C1CCC2=CNC3=C2C(=O)NC(=N3)N)C(=O)NC(CCC(=O)O)C(=O)O. Drug 2: CC1=C(C(=CC=C1)Cl)NC(=O)C2=CN=C(S2)NC3=CC(=NC(=N3)C)N4CCN(CC4)CCO. Cell line: CAKI-1. Synergy scores: CSS=59.6, Synergy_ZIP=-6.26, Synergy_Bliss=-2.94, Synergy_Loewe=-2.15, Synergy_HSA=3.81. (2) Drug 1: CC12CCC3C(C1CCC2O)C(CC4=C3C=CC(=C4)O)CCCCCCCCCS(=O)CCCC(C(F)(F)F)(F)F. Drug 2: C(CN)CNCCSP(=O)(O)O. Cell line: CCRF-CEM. Synergy scores: CSS=-5.30, Synergy_ZIP=4.74, Synergy_Bliss=2.79, Synergy_Loewe=-4.00, Synergy_HSA=-4.15. (3) Drug 1: CN1CCC(CC1)COC2=C(C=C3C(=C2)N=CN=C3NC4=C(C=C(C=C4)Br)F)OC. Drug 2: CC1=C(N=C(N=C1N)C(CC(=O)N)NCC(C(=O)N)N)C(=O)NC(C(C2=CN=CN2)OC3C(C(C(C(O3)CO)O)O)OC4C(C(C(C(O4)CO)O)OC(=O)N)O)C(=O)NC(C)C(C(C)C(=O)NC(C(C)O)C(=O)NCCC5=NC(=CS5)C6=NC(=CS6)C(=O)NCCC[S+](C)C)O. Cell line: M14. Synergy scores: CSS=-4.18, Synergy_ZIP=-2.60, Synergy_Bliss=-9.66, Synergy_Loewe=-19.7, Synergy_HSA=-12.3. (4) Drug 1: CCCS(=O)(=O)NC1=C(C(=C(C=C1)F)C(=O)C2=CNC3=C2C=C(C=N3)C4=CC=C(C=C4)Cl)F. Drug 2: CN(CC1=CN=C2C(=N1)C(=NC(=N2)N)N)C3=CC=C(C=C3)C(=O)NC(CCC(=O)O)C(=O)O. Cell line: RXF 393. Synergy scores: CSS=6.27, Synergy_ZIP=-2.48, Synergy_Bliss=-0.849, Synergy_Loewe=-0.00629, Synergy_HSA=1.27.